Predict the reaction yield, written as a fraction of the theoretical maximum amount of product (1.0 means a 100% yield; for example, 0.34 means a 34% yield). From a dataset of Reaction yield outcomes from USPTO patents with 853,638 reactions. (1) The reactants are [C:1]([N:4]1[CH2:9][CH2:8][N:7]([C:10]2[CH:17]=[CH:16][C:13]([CH:14]=O)=[CH:12][CH:11]=2)[CH2:6][CH:5]1[CH3:18])(=[O:3])[CH3:2].[NH2:19][C:20]1[CH:28]=[C:27]([O:29][CH3:30])[CH:26]=[C:25]([O:31][CH3:32])[C:21]=1[C:22]([NH2:24])=[O:23].OS([O-])=O.[Na+].CC1C=CC(S(O)(=O)=O)=CC=1. The catalyst is CC(N(C)C)=O.O. The product is [C:1]([N:4]1[CH2:9][CH2:8][N:7]([C:10]2[CH:17]=[CH:16][C:13]([C:14]3[NH:24][C:22](=[O:23])[C:21]4[C:20](=[CH:28][C:27]([O:29][CH3:30])=[CH:26][C:25]=4[O:31][CH3:32])[N:19]=3)=[CH:12][CH:11]=2)[CH2:6][CH:5]1[CH3:18])(=[O:3])[CH3:2]. The yield is 0.210. (2) The reactants are [CH2:1]([C:3]1[CH:4]=[CH:5][C:6]([CH:9]=[CH2:10])=[N:7][CH:8]=1)[CH3:2].BrN1C(=[O:17])CCC1=O.[OH-].[Na+].[OH:21][C:22]1[CH:29]=[CH:28][C:25]([CH:26]=[O:27])=[CH:24][CH:23]=1. The catalyst is O.C1(C)C=CC=CC=1.C(O)(C)(C)C. The product is [CH2:1]([C:3]1[CH:4]=[CH:5][C:6]([CH:9]([OH:17])[CH2:10][O:21][C:22]2[CH:29]=[CH:28][C:25]([CH:26]=[O:27])=[CH:24][CH:23]=2)=[N:7][CH:8]=1)[CH3:2]. The yield is 0.810.